Dataset: Forward reaction prediction with 1.9M reactions from USPTO patents (1976-2016). Task: Predict the product of the given reaction. (1) Given the reactants [Br:1][C:2]1[CH:11]=[CH:10][C:9]([N+:12]([O-])=O)=[CH:8][C:3]=1[C:4]([O:6][CH3:7])=[O:5].[NH4+].[Cl-], predict the reaction product. The product is: [Br:1][C:2]1[CH:11]=[CH:10][C:9]([NH2:12])=[CH:8][C:3]=1[C:4]([O:6][CH3:7])=[O:5]. (2) Given the reactants [CH3:1][C:2]1[CH:9]=[CH:8][CH:7]=[CH:6][C:3]=1[CH2:4][NH2:5], predict the reaction product. The product is: [CH3:1][C:2]1[CH:9]=[CH:8][CH:7]=[CH:6][C:3]=1[CH2:4][NH:5][CH2:1][C:2]1[CH:9]=[CH:8][CH:7]=[CH:6][C:3]=1[CH3:4]. (3) Given the reactants [Br:1][C:2]1[C:7]([OH:8])=[CH:6][CH:5]=[C:4]([C:9]([O:11][CH3:12])=[O:10])[N:3]=1.C(=O)([O-])[O-].[K+].[K+].ICC([O:23][CH2:24][CH3:25])=O.[C:26](#N)[CH3:27], predict the reaction product. The product is: [Br:1][C:2]1[C:7]([O:8][C:24](=[O:23])[CH2:25][CH2:26][CH3:27])=[CH:6][CH:5]=[C:4]([C:9]([O:11][CH3:12])=[O:10])[N:3]=1. (4) Given the reactants [Cl:1][C:2]1[CH:11]=[C:10]2[C:5]([C:6]([N:12]3[CH2:17][CH2:16][N:15]([C:18]([NH:20][C:21]4[CH:26]=[CH:25][C:24](C(F)(F)F)=[CH:23][CH:22]=4)=[O:19])[CH2:14][CH2:13]3)=[CH:7][CH:8]=[N:9]2)=[CH:4][CH:3]=1.ClC1C=[C:40]2C(C(N3CCNCC3)=C[CH:38]=[N:39]2)=CC=1.C(N(C(C)C)CC)(C)C.CN(C)C1C=CC(N=C=O)=CC=1, predict the reaction product. The product is: [Cl:1][C:2]1[CH:11]=[C:10]2[C:5]([C:6]([N:12]3[CH2:17][CH2:16][N:15]([C:18]([NH:20][C:21]4[CH:22]=[CH:23][C:24]([N:39]([CH3:40])[CH3:38])=[CH:25][CH:26]=4)=[O:19])[CH2:14][CH2:13]3)=[CH:7][CH:8]=[N:9]2)=[CH:4][CH:3]=1. (5) Given the reactants S(Cl)(Cl)=O.C(Cl)(Cl)[Cl:6].[NH:9]1[C:13]2=[N:14][CH:15]=[CH:16][CH:17]=[C:12]2[C:11]([C:18]([OH:20])=O)=[N:10]1, predict the reaction product. The product is: [NH:9]1[C:13]2=[N:14][CH:15]=[CH:16][CH:17]=[C:12]2[C:11]([C:18]([Cl:6])=[O:20])=[N:10]1. (6) Given the reactants [Cl:1][C:2]1[CH:7]=[C:6]([Cl:8])[CH:5]=[CH:4][C:3]=1[C:9]1[C:14]([N:15]2C(=O)C3C(=CC=CC=3)C2=O)=[CH:13][N:12]=[C:11]([NH:26][CH2:27][CH2:28][NH:29][C:30]2[CH:35]=[CH:34][C:33]([N+:36]([O-:38])=[O:37])=[CH:32][N:31]=2)[N:10]=1.NN, predict the reaction product. The product is: [NH2:15][C:14]1[C:9]([C:3]2[CH:4]=[CH:5][C:6]([Cl:8])=[CH:7][C:2]=2[Cl:1])=[N:10][C:11]([NH:26][CH2:27][CH2:28][NH:29][C:30]2[CH:35]=[CH:34][C:33]([N+:36]([O-:38])=[O:37])=[CH:32][N:31]=2)=[N:12][CH:13]=1. (7) Given the reactants [F:1][C:2]1[CH:3]=[CH:4][C:5]([O:37][CH3:38])=[C:6]([C:8]2[CH:13]=[CH:12][N:11]=[C:10]3[NH:14][C:15]([C:17]4[CH2:22][CH2:21][N:20]([CH:23]5[CH2:28][CH2:27][N:26]([CH2:29][C:30]([O:32]C(C)(C)C)=[O:31])[CH2:25][CH2:24]5)[CH2:19][CH:18]=4)=[CH:16][C:9]=23)[CH:7]=1.FC(F)(F)C(O)=O.C(Cl)[Cl:47], predict the reaction product. The product is: [F:1][C:2]1[CH:3]=[CH:4][C:5]([O:37][CH3:38])=[C:6]([C:8]2[CH:13]=[CH:12][N:11]=[C:10]3[NH:14][C:15]([C:17]4[CH2:22][CH2:21][N:20]([CH:23]5[CH2:28][CH2:27][N:26]([CH2:29][C:30]([OH:32])=[O:31])[CH2:25][CH2:24]5)[CH2:19][CH:18]=4)=[CH:16][C:9]=23)[CH:7]=1.[ClH:47]. (8) Given the reactants [CH:1]1[C:6]([NH2:7])=[CH:5][CH:4]=[C:3]([NH:8][C:9]2[CH:14]=[CH:13][C:12]([NH2:15])=[CH:11][CH:10]=2)[CH:2]=1.[OH:16][CH:17]1[CH2:22][CH2:21][N:20]([C:23](Cl)=[O:24])[CH2:19][CH2:18]1.[OH:26][CH:27]1[CH2:32][CH2:31][N:30]([C:33]2[CH:41]=[CH:40][C:36]([C:37](O)=[O:38])=[CH:35][CH:34]=2)[CH2:29][CH2:28]1, predict the reaction product. The product is: [OH:16][CH:17]1[CH2:22][CH2:21][N:20]([C:23]([NH:15][C:12]2[CH:13]=[CH:14][C:9]([NH:8][C:3]3[CH:2]=[CH:1][C:6]([NH:7][C:37](=[O:38])[C:36]4[CH:35]=[CH:34][C:33]([N:30]5[CH2:31][CH2:32][CH:27]([OH:26])[CH2:28][CH2:29]5)=[CH:41][CH:40]=4)=[CH:5][CH:4]=3)=[CH:10][CH:11]=2)=[O:24])[CH2:19][CH2:18]1.